This data is from Full USPTO retrosynthesis dataset with 1.9M reactions from patents (1976-2016). The task is: Predict the reactants needed to synthesize the given product. (1) Given the product [O:17]=[S:2]1(=[O:1])[CH2:6][CH2:5][CH2:4][N:3]1[CH2:7][C:8]1[CH:9]=[CH:10][C:11]([C:12]([N:19]2[CH2:24][CH2:23][CH:22]([C:25](=[O:26])[C:27]3[CH:28]=[CH:29][C:30]([CH3:33])=[CH:31][CH:32]=3)[CH2:21][CH2:20]2)=[O:14])=[CH:15][CH:16]=1, predict the reactants needed to synthesize it. The reactants are: [O:1]=[S:2]1(=[O:17])[CH2:6][CH2:5][CH2:4][N:3]1[CH2:7][C:8]1[CH:16]=[CH:15][C:11]([C:12]([OH:14])=O)=[CH:10][CH:9]=1.Cl.[NH:19]1[CH2:24][CH2:23][CH:22]([C:25]([C:27]2[CH:32]=[CH:31][C:30]([CH3:33])=[CH:29][CH:28]=2)=[O:26])[CH2:21][CH2:20]1. (2) Given the product [C:1]([O:5][C@@H:6]([C:12]1[C:13]([CH3:34])=[N:14][C:15]([CH3:33])=[C:16]([C:26]2[CH:27]=[CH:28][C:29]([O:43][CH2:42][CH2:41][C:40]3[C:36]([CH3:35])=[N:37][O:38][C:39]=3[CH3:44])=[CH:30][CH:31]=2)[C:17]=1[N:18]1[CH2:19][CH2:20][C:21]([CH3:25])([CH3:24])[CH2:22][CH2:23]1)[C:7]([OH:9])=[O:8])([CH3:4])([CH3:2])[CH3:3], predict the reactants needed to synthesize it. The reactants are: [C:1]([O:5][C@@H:6]([C:12]1[C:13]([CH3:34])=[N:14][C:15]([CH3:33])=[C:16]([C:26]2[CH:31]=[CH:30][C:29](O)=[CH:28][CH:27]=2)[C:17]=1[N:18]1[CH2:23][CH2:22][C:21]([CH3:25])([CH3:24])[CH2:20][CH2:19]1)[C:7]([O:9]CC)=[O:8])([CH3:4])([CH3:3])[CH3:2].[CH3:35][C:36]1[C:40]([CH2:41][CH2:42][OH:43])=[C:39]([CH3:44])[O:38][N:37]=1.C1C=CC(P(C2C=CC=CC=2)C2C=CC=CC=2)=CC=1.CC(OC(/N=N/C(OC(C)C)=O)=O)C. (3) Given the product [Cl:32][C:33]1[C:42]2[C:37](=[CH:38][CH:39]=[CH:40][CH:41]=2)[C:36]([N:43]2[CH2:48][CH2:47][N:46]([C:8]([CH:5]3[CH2:4][CH2:3][C:2]([F:1])([F:11])[CH2:7][CH2:6]3)=[O:10])[CH2:45][C@H:44]2[CH3:49])=[N:35][N:34]=1, predict the reactants needed to synthesize it. The reactants are: [F:1][C:2]1([F:11])[CH2:7][CH2:6][CH:5]([C:8]([OH:10])=O)[CH2:4][CH2:3]1.O=C1N(P(Cl)(N2CCOC2=O)=O)CCO1.CN(C=O)C.[Cl:32][C:33]1[C:42]2[C:37](=[CH:38][CH:39]=[CH:40][CH:41]=2)[C:36]([N:43]2[CH2:48][CH2:47][NH:46][CH2:45][C@H:44]2[CH3:49])=[N:35][N:34]=1. (4) Given the product [F:34][CH2:32][CH2:33][CH2:36][O:1][CH:2]1[C:7]([O:8][CH3:9])([O:10][CH3:11])[CH2:6][CH2:5][N:4]([C:12]([O:14][C:15]([CH3:18])([CH3:17])[CH3:16])=[O:13])[CH2:3]1, predict the reactants needed to synthesize it. The reactants are: [OH:1][CH:2]1[C:7]([O:10][CH3:11])([O:8][CH3:9])[CH2:6][CH2:5][N:4]([C:12]([O:14][C:15]([CH3:18])([CH3:17])[CH3:16])=[O:13])[CH2:3]1.[H-].[Na+].C1(C)C=CC(S(OC[CH:32]([F:34])[CH3:33])(=O)=O)=CC=1.[CH3:36]N(C=O)C.